Dataset: Catalyst prediction with 721,799 reactions and 888 catalyst types from USPTO. Task: Predict which catalyst facilitates the given reaction. (1) Reactant: [Br:1][C:2]1[CH:3]=[C:4]2[C:9](=[CH:10][CH:11]=1)[C:8](=[O:12])[CH2:7][CH2:6][CH2:5]2.[OH-].[Na+].[F:15][C:16]([F:27])([F:26])[O:17][C:18]1[CH:25]=[CH:24][C:21]([CH:22]=O)=[CH:20][CH:19]=1. Product: [Br:1][C:2]1[CH:3]=[C:4]2[C:9](=[CH:10][CH:11]=1)[C:8](=[O:12])/[C:7](=[CH:22]/[C:21]1[CH:24]=[CH:25][C:18]([O:17][C:16]([F:15])([F:26])[F:27])=[CH:19][CH:20]=1)/[CH2:6][CH2:5]2. The catalyst class is: 14. (2) Reactant: C(O[BH-](OC(=O)C)OC(=O)C)(=O)C.[Na+].[CH3:15][O:16][C:17]1[CH:18]=[C:19]([C:24]([C@@H:26]2[C@:35]3([CH3:36])[C@H:30]([C:31]([CH3:38])([CH3:37])[CH2:32][CH2:33][CH2:34]3)[CH2:29][C:28](=O)[C@H:27]2[CH3:40])=[O:25])[CH:20]=[C:21]([CH3:23])[CH:22]=1.[CH3:41][O:42][C:43]1[CH:50]=[CH:49][C:46]([CH2:47][NH2:48])=[CH:45][CH:44]=1.C(O)(=O)C. Product: [CH3:15][O:16][C:17]1[CH:18]=[C:19]([C:24]([C@@H:26]2[C@:35]3([CH3:36])[C@H:30]([C:31]([CH3:38])([CH3:37])[CH2:32][CH2:33][CH2:34]3)[CH2:29][C@@H:28]([NH:48][CH2:47][C:46]3[CH:49]=[CH:50][C:43]([O:42][CH3:41])=[CH:44][CH:45]=3)[C@H:27]2[CH3:40])=[O:25])[CH:20]=[C:21]([CH3:23])[CH:22]=1. The catalyst class is: 2. (3) Reactant: [CH2:1]([O:3][C:4]([N:6]1[C:14]2[C:9](=[CH:10][C:11]([C:15]3[S:19][C:18]([C:20]4[CH:25]=[CH:24][CH:23]=[CH:22][CH:21]=4)=[N:17][C:16]=3[CH3:26])=[CH:12][CH:13]=2)[CH2:8][C:7]1=[O:27])=[O:5])[CH3:2].CCN(C(C)C)C(C)C.[O:37](S(C(F)(F)F)(=O)=O)[S:38]([C:41]([F:44])([F:43])[F:42])(=O)=[O:39]. Product: [CH2:1]([O:3][C:4]([N:6]1[C:14]2[C:9](=[CH:10][C:11]([C:15]3[S:19][C:18]([C:20]4[CH:21]=[CH:22][CH:23]=[CH:24][CH:25]=4)=[N:17][C:16]=3[CH3:26])=[CH:12][CH:13]=2)[CH:8]=[C:7]1[O:27][S:38]([C:41]([F:44])([F:43])[F:42])(=[O:39])=[O:37])=[O:5])[CH3:2]. The catalyst class is: 2. (4) Reactant: [O:1]1[CH:5]=[CH:4][CH:3]=[C:2]1[C:6]1[O:7][C:8]([CH3:40])=[C:9]([CH2:11][O:12][C:13]2[CH:37]=[CH:36][C:16]([CH2:17][O:18][C:19]3[C:24]([C:25]([O:27]CC)=[O:26])=[CH:23][N:22]=[C:21]([C:30]4[CH:35]=[CH:34][CH:33]=[CH:32][CH:31]=4)[N:20]=3)=[CH:15][C:14]=2[O:38][CH3:39])[N:10]=1.O1CCCC1.[OH-].[Na+].Cl. Product: [O:1]1[CH:5]=[CH:4][CH:3]=[C:2]1[C:6]1[O:7][C:8]([CH3:40])=[C:9]([CH2:11][O:12][C:13]2[CH:37]=[CH:36][C:16]([CH2:17][O:18][C:19]3[C:24]([C:25]([OH:27])=[O:26])=[CH:23][N:22]=[C:21]([C:30]4[CH:31]=[CH:32][CH:33]=[CH:34][CH:35]=4)[N:20]=3)=[CH:15][C:14]=2[O:38][CH3:39])[N:10]=1. The catalyst class is: 97. (5) Reactant: [CH3:1][O:2][C:3](=[O:16])[C@@H:4]1[CH2:8][CH2:7][CH2:6][N:5]1[C:9]([O:11][C:12]([CH3:15])([CH3:14])[CH3:13])=[O:10].[Li+].C[Si]([N-][Si](C)(C)C)(C)C.[CH:27](=[O:29])[CH3:28]. Product: [OH:29][CH:27]([C:4]1([C:3]([O:2][CH3:1])=[O:16])[CH2:8][CH2:7][CH2:6][N:5]1[C:9]([O:11][C:12]([CH3:13])([CH3:15])[CH3:14])=[O:10])[CH3:28]. The catalyst class is: 1.